Dataset: Cav3 T-type calcium channel HTS with 100,875 compounds. Task: Binary Classification. Given a drug SMILES string, predict its activity (active/inactive) in a high-throughput screening assay against a specified biological target. (1) The compound is Fc1ccc(Cn2nnnc2C(N2CCC(CC2)C)c2ccc(N(C)C)cc2)cc1. The result is 0 (inactive). (2) The molecule is Fc1ccc(CNC(=O)c2c(n(c3nc4n(c(=O)c3c2)cccc4)Cc2cccnc2)=N)cc1. The result is 0 (inactive).